Dataset: Reaction yield outcomes from USPTO patents with 853,638 reactions. Task: Predict the reaction yield, written as a fraction of the theoretical maximum amount of product (1.0 means a 100% yield; for example, 0.34 means a 34% yield). (1) The reactants are [Br:1][C:2]1[CH:3]=[C:4]([CH2:16][N:17]([CH3:25])[C:18](=[O:24])[O:19][C:20]([CH3:23])([CH3:22])[CH3:21])[S:5][C:6]=1SC1C=CC=C(OC)C=1.Cl[C:27]1[CH:32]=[CH:31][CH:30]=[C:29](C(OO)=O)[CH:28]=1.[S:37]([O-:41])([O-])(=[O:39])=S.[Na+].[Na+].[C:44](OCC)(=[O:46])C. No catalyst specified. The product is [Br:1][C:2]1[CH:3]=[C:4]([CH2:16][N:17]([CH3:25])[C:18](=[O:24])[O:19][C:20]([CH3:21])([CH3:23])[CH3:22])[S:5][C:6]=1[S:37]([C:27]1[CH:32]=[CH:31][CH:30]=[C:29]([O:46][CH3:44])[CH:28]=1)(=[O:41])=[O:39]. The yield is 0.900. (2) The product is [NH2:28][C:22]1[N:23]=[CH:24][N:25]=[C:26]([NH:1][C@H:2]([C:4]2[N:9]([C:10]3[CH:15]=[CH:14][CH:13]=[CH:12][CH:11]=3)[C:8](=[O:16])[C:7]3=[CH:17][CH:18]=[CH:19][N:6]3[N:5]=2)[CH3:3])[C:21]=1[Br:20]. The reactants are [NH2:1][C@H:2]([C:4]1[N:9]([C:10]2[CH:15]=[CH:14][CH:13]=[CH:12][CH:11]=2)[C:8](=[O:16])[C:7]2=[CH:17][CH:18]=[CH:19][N:6]2[N:5]=1)[CH3:3].[Br:20][C:21]1[C:22]([NH2:28])=[N:23][CH:24]=[N:25][C:26]=1Cl.[F-].[Cs+].C(N(CC)C(C)C)(C)C. No catalyst specified. The yield is 0.710. (3) The reactants are [Li+].C[Si]([N-][Si](C)(C)C)(C)C.[Cl:11][C:12]1[C:13]([O:34][C:35](=[O:39])[N:36]([CH3:38])[CH3:37])=[CH:14][C:15]2[O:20][C:19](=[O:21])[C:18]([CH2:22][C:23]3[CH:28]=[CH:27][CH:26]=[C:25]([N+:29]([O-:31])=[O:30])[CH:24]=3)=[C:17]([CH3:32])[C:16]=2[CH:33]=1.[C:40](Cl)(=[O:42])[CH3:41].O. The catalyst is C1COCC1. The product is [Cl:11][C:12]1[C:13]([O:34][C:35](=[O:39])[N:36]([CH3:37])[CH3:38])=[CH:14][C:15]2[O:20][C:19](=[O:21])[C:18]([CH2:22][C:23]3[CH:28]=[CH:27][CH:26]=[C:25]([N+:29]([O-:31])=[O:30])[CH:24]=3)=[C:17]([CH2:32][C:40](=[O:42])[CH3:41])[C:16]=2[CH:33]=1. The yield is 0.290. (4) The reactants are [C:1]1([N:7]2[C:15]3[CH2:14][CH2:13][CH2:12][CH:11]([CH2:16][C:17](OCC)=[O:18])[C:10]=3[CH:9]=[N:8]2)[CH:6]=[CH:5][CH:4]=[CH:3][CH:2]=1.[H-].[Li+].[Al+3].[H-].[H-].[H-].[OH-].[Na+]. The catalyst is C1COCC1. The product is [C:1]1([N:7]2[C:15]3[CH2:14][CH2:13][CH2:12][CH:11]([CH2:16][CH2:17][OH:18])[C:10]=3[CH:9]=[N:8]2)[CH:2]=[CH:3][CH:4]=[CH:5][CH:6]=1. The yield is 0.790. (5) The reactants are [C:1]1([CH:7]([C:13]2[CH:18]=[CH:17][C:16]([N+:19]([O-])=O)=[C:15]([F:22])[CH:14]=2)[C:8]([O:10][CH2:11][CH3:12])=[O:9])[CH:6]=[CH:5][CH:4]=[CH:3][CH:2]=1. The catalyst is CCO. The product is [NH2:19][C:16]1[CH:17]=[CH:18][C:13]([CH:7]([C:1]2[CH:2]=[CH:3][CH:4]=[CH:5][CH:6]=2)[C:8]([O:10][CH2:11][CH3:12])=[O:9])=[CH:14][C:15]=1[F:22]. The yield is 0.975. (6) The reactants are [C:1]1([CH2:7][O:8][C:9]2[CH:10]=[C:11]3[C:15](=[CH:16][CH:17]=2)[NH:14][C:13]([C:18]([O:20][CH2:21][CH3:22])=[O:19])=[CH:12]3)[CH:6]=[CH:5][CH:4]=[CH:3][CH:2]=1.C([O-])([O-])=O.[Cs+].[Cs+].FC(F)(F)S(O[CH2:35][C:36]([F:39])([F:38])[F:37])(=O)=O. The catalyst is CC#N.CN(C=O)C. The product is [C:1]1([CH2:7][O:8][C:9]2[CH:10]=[C:11]3[C:15](=[CH:16][CH:17]=2)[N:14]([CH2:35][C:36]([F:39])([F:38])[F:37])[C:13]([C:18]([O:20][CH2:21][CH3:22])=[O:19])=[CH:12]3)[CH:6]=[CH:5][CH:4]=[CH:3][CH:2]=1. The yield is 0.610. (7) The reactants are [CH:1]1([CH:7]([C:9]2[C:10]([CH3:20])=[N:11][N:12]([C:14]3[CH:19]=[CH:18][CH:17]=[CH:16][CH:15]=3)[CH:13]=2)O)[CH2:6][CH2:5][CH2:4][CH2:3][CH2:2]1.[NH2:21][C:22]1[CH:27]=[CH:26][C:25]([C:28]([NH:30][CH2:31][CH2:32][C:33]([O:35]CC)=[O:34])=[O:29])=[CH:24][CH:23]=1. No catalyst specified. The product is [CH:1]1([CH:7]([NH:21][C:22]2[CH:23]=[CH:24][C:25]([C:28]([NH:30][CH2:31][CH2:32][C:33]([OH:35])=[O:34])=[O:29])=[CH:26][CH:27]=2)[C:9]2[C:10]([CH3:20])=[N:11][N:12]([C:14]3[CH:19]=[CH:18][CH:17]=[CH:16][CH:15]=3)[CH:13]=2)[CH2:6][CH2:5][CH2:4][CH2:3][CH2:2]1. The yield is 0.310.